This data is from Full USPTO retrosynthesis dataset with 1.9M reactions from patents (1976-2016). The task is: Predict the reactants needed to synthesize the given product. (1) Given the product [F:1][C:2]1[CH:3]=[C:4]2[C:8](=[CH:9][CH:10]=1)[NH:7][C:6](=[O:11])[C:5]2=[N:12][N:13]=[CH:14][C:15]1[NH:19][C:18]([CH3:20])=[C:17]([C:21]([NH:23][CH2:24][C:25]([NH:42][OH:43])=[O:26])=[O:22])[C:16]=1[CH3:28], predict the reactants needed to synthesize it. The reactants are: [F:1][C:2]1[CH:3]=[C:4]2[C:8](=[CH:9][CH:10]=1)[NH:7][C:6](=[O:11])[C:5]2=[N:12][N:13]=[CH:14][C:15]1[NH:19][C:18]([CH3:20])=[C:17]([C:21]([NH:23][CH2:24][C:25](O)=[O:26])=[O:22])[C:16]=1[CH3:28].C(N(CC)CC)C.ClC(OCC)=O.[NH2:42][OH:43]. (2) Given the product [NH2:45][C:39]1[CH:40]=[C:41]([CH3:44])[CH:42]=[CH:43][C:38]=1[NH:37][C:35]([C:34]1[CH:46]=[CH:47][C:31]([CH2:30][NH:29][C:26]([C:22]2[C:23]3[C:18](=[CH:17][C:16]([O:15][C:6]4[C:5]5[C:10](=[CH:11][C:12]([O:13][CH3:14])=[C:3]([O:2][CH3:1])[CH:4]=5)[N:9]=[CH:8][N:7]=4)=[CH:25][CH:24]=3)[CH:19]=[CH:20][CH:21]=2)=[O:27])=[CH:32][CH:33]=1)=[O:36], predict the reactants needed to synthesize it. The reactants are: [CH3:1][O:2][C:3]1[CH:4]=[C:5]2[C:10](=[CH:11][C:12]=1[O:13][CH3:14])[N:9]=[CH:8][N:7]=[C:6]2[O:15][C:16]1[CH:17]=[C:18]2[C:23](=[CH:24][CH:25]=1)[C:22]([C:26](O)=[O:27])=[CH:21][CH:20]=[CH:19]2.[NH2:29][CH2:30][C:31]1[CH:47]=[CH:46][C:34]([C:35]([NH:37][C:38]2[CH:43]=[CH:42][C:41]([CH3:44])=[CH:40][C:39]=2[NH2:45])=[O:36])=[CH:33][CH:32]=1. (3) Given the product [NH2:42][C:32](=[O:33])[CH2:31][CH2:30][CH2:29][CH2:28][O:27][C:16]1[CH:17]=[C:18]2[C:13](=[CH:14][CH:15]=1)[N:12]=[C:11]([CH2:35][CH:36]([CH3:38])[CH3:37])[C:10]([CH2:9][NH:8][C:6](=[O:7])[O:5][C:1]([CH3:2])([CH3:4])[CH3:3])=[C:19]2[C:20]1[CH:21]=[CH:22][C:23]([CH3:26])=[CH:24][CH:25]=1, predict the reactants needed to synthesize it. The reactants are: [C:1]([O:5][C:6]([NH:8][CH2:9][C:10]1[C:11]([CH2:35][CH:36]([CH3:38])[CH3:37])=[N:12][C:13]2[C:18]([C:19]=1[C:20]1[CH:25]=[CH:24][C:23]([CH3:26])=[CH:22][CH:21]=1)=[CH:17][C:16]([O:27][CH2:28][CH2:29][CH2:30][CH2:31][C:32](O)=[O:33])=[CH:15][CH:14]=2)=[O:7])([CH3:4])([CH3:3])[CH3:2].Cl.C([N:42]=C=NCCCN(C)C)C.[NH4+].ON1C2C=CC=CC=2N=N1.CN(C)C=O. (4) Given the product [CH:1]1([NH:4][C:5]([C:6]2[CH:11]=[C:10]([F:12])[C:9]([CH3:13])=[C:8]([B:23]([OH:28])[OH:24])[CH:7]=2)=[O:15])[CH2:3][CH2:2]1, predict the reactants needed to synthesize it. The reactants are: [CH:1]1([NH:4][C:5](=[O:15])[C:6]2[CH:11]=[C:10]([F:12])[C:9]([CH3:13])=[C:8](I)[CH:7]=2)[CH2:3][CH2:2]1.[H-].[Na+].C([Li])CCC.[B:23](OC(C)C)([O:28]C(C)C)[O:24]C(C)C.